This data is from Peptide-MHC class II binding affinity with 134,281 pairs from IEDB. The task is: Regression. Given a peptide amino acid sequence and an MHC pseudo amino acid sequence, predict their binding affinity value. This is MHC class II binding data. (1) The MHC is HLA-DPA10201-DPB11401 with pseudo-sequence HLA-DPA10201-DPB11401. The peptide sequence is EEWEPLTKKGNVWEV. The binding affinity (normalized) is 0.0396. (2) The peptide sequence is NQEILELAQSETCSPG. The MHC is DRB1_1301 with pseudo-sequence DRB1_1301. The binding affinity (normalized) is 0.